Dataset: Forward reaction prediction with 1.9M reactions from USPTO patents (1976-2016). Task: Predict the product of the given reaction. (1) Given the reactants Br[C:2]1[N:7]2[CH:8]=[C:9](/[CH:11]=[CH:12]/[C:13]3[CH:22]=[CH:21][C:20]4[C:15](=[CH:16][CH:17]=[CH:18][CH:19]=4)[N:14]=3)[N:10]=[C:6]2[C:5]([N:23]2[CH2:28][CH2:27][O:26][CH2:25][CH2:24]2)=[N:4][CH:3]=1.CC1(C)C(C)(C)OB([C:37]2[CH:42]=[CH:41][C:40]([N:43]3[C:47](=[O:48])[N:46]([CH2:49][O:50][CH2:51][CH2:52][Si:53]([CH3:56])([CH3:55])[CH3:54])[N:45]=[CH:44]3)=[CH:39][CH:38]=2)O1.C([O-])([O-])=O.[Na+].[Na+], predict the reaction product. The product is: [O:26]1[CH2:27][CH2:28][N:23]([C:5]2[C:6]3[N:7]([CH:8]=[C:9](/[CH:11]=[CH:12]/[C:13]4[CH:22]=[CH:21][C:20]5[C:15](=[CH:16][CH:17]=[CH:18][CH:19]=5)[N:14]=4)[N:10]=3)[C:2]([C:37]3[CH:38]=[CH:39][C:40]([N:43]4[C:47](=[O:48])[N:46]([CH2:49][O:50][CH2:51][CH2:52][Si:53]([CH3:56])([CH3:55])[CH3:54])[N:45]=[CH:44]4)=[CH:41][CH:42]=3)=[CH:3][N:4]=2)[CH2:24][CH2:25]1. (2) The product is: [Br:8][C:9]1[CH:10]=[CH:11][C:12]([C:15]([NH:18][CH2:19][CH2:20][C:21]([O:23][CH3:1])=[O:22])=[O:17])=[N:13][CH:14]=1. Given the reactants [CH3:1]CN(CC)CC.[Br:8][C:9]1[CH:10]=[CH:11][C:12]([C:15]([OH:17])=O)=[N:13][CH:14]=1.[NH2:18][CH2:19][CH2:20][C:21]([OH:23])=[O:22].CCN=C=NCCCN(C)C, predict the reaction product.